This data is from Forward reaction prediction with 1.9M reactions from USPTO patents (1976-2016). The task is: Predict the product of the given reaction. Given the reactants C(C(=[C:16]1[C:28]2[C:20]([CH:21]=[C:22]3[C:27]=2[CH:26]=[C:25]([C:29]([CH3:32])([CH3:31])[CH3:30])[C:24]([C:33]2[CH:38]=[CH:37][CH:36]=[CH:35][CH:34]=2)=[CH:23]3)=[C:19](C2C=CC=C2)[C:18]([C:44]2[CH:49]=[CH:48][CH:47]=[CH:46][CH:45]=2)=[C:17]1[C:50]([CH3:53])([CH3:52])[CH3:51])CC1C=CC=CC=1)C1C=CC=CC=1.C(O[CH2:57][CH3:58])C.[CH2:59]([Li])[CH2:60][CH2:61][CH3:62].[Cl-:64].[Cl-].[Cl-].[Cl-].[Zr+4:68], predict the reaction product. The product is: [Cl-:64].[Cl-:64].[CH2:59]([C:51](=[Zr+2:68]([CH:58]1[CH:57]=[CH:33][CH:24]=[CH:25]1)[C:19]1[C:20]2[CH2:21][C:22]3[C:27](=[CH:26][C:25]([C:29]([CH3:30])([CH3:31])[CH3:32])=[C:24]([C:33]4[CH:34]=[CH:35][CH:36]=[CH:37][CH:38]=4)[CH:23]=3)[C:28]=2[CH:16]=[C:17]([C:50]([CH3:53])([CH3:52])[CH3:51])[C:18]=1[C:44]1[CH:45]=[CH:46][CH:47]=[CH:48][CH:49]=1)[CH2:50][C:17]1[CH:16]=[CH:28][CH:20]=[CH:19][CH:18]=1)[C:60]1[CH:23]=[CH:22][CH:21]=[CH:62][CH:61]=1.